From a dataset of Catalyst prediction with 721,799 reactions and 888 catalyst types from USPTO. Predict which catalyst facilitates the given reaction. (1) Reactant: [Cl:1][C:2]1[C:10]2[NH:9][C:8]3[CH2:11][CH2:12][N:13]([CH3:15])[CH2:14][C:7]=3[C:6]=2[CH:5]=[CH:4][CH:3]=1.[H-].[Na+].[CH3:18][C:19]1([C:22]2[CH:27]=[CH:26][N:25]=[CH:24][CH:23]=2)[CH2:21][O:20]1. Product: [Cl:1][C:2]1[C:10]2[N:9]([CH2:18][C:19]([C:22]3[CH:27]=[CH:26][N:25]=[CH:24][CH:23]=3)([OH:20])[CH3:21])[C:8]3[CH2:11][CH2:12][N:13]([CH3:15])[CH2:14][C:7]=3[C:6]=2[CH:5]=[CH:4][CH:3]=1. The catalyst class is: 3. (2) Reactant: Cl[CH2:2][C:3]1[N:4]([C:20]2[CH:25]=[CH:24][C:23]([N+:26]([O-:28])=[O:27])=[CH:22][CH:21]=2)[CH:5]=[C:6]([C:8]2[C:9]([C:14]3[CH:19]=[CH:18][CH:17]=[CH:16][CH:15]=3)=[N:10][O:11][C:12]=2[CH3:13])[N:7]=1.[CH3:29][C:30]1[CH:37]=[CH:36][C:33]([CH2:34][OH:35])=[CH:32][CH:31]=1. Product: [CH3:13][C:12]1[O:11][N:10]=[C:9]([C:14]2[CH:19]=[CH:18][CH:17]=[CH:16][CH:15]=2)[C:8]=1[C:6]1[N:7]=[C:3]([CH2:2][O:35][CH2:34][C:33]2[CH:36]=[CH:37][C:30]([CH3:29])=[CH:31][CH:32]=2)[N:4]([C:20]2[CH:25]=[CH:24][C:23]([N+:26]([O-:28])=[O:27])=[CH:22][CH:21]=2)[CH:5]=1. The catalyst class is: 3. (3) Reactant: I[C:2]1[CH:7]=[CH:6][C:5]([C:8]2[CH:13]=[CH:12][C:11](I)=[CH:10][CH:9]=2)=[CH:4][CH:3]=1.C(=O)([O-])[O-].[Cs+].[Cs+].[CH3:21][CH2:22][CH2:23][CH2:24][CH2:25][CH3:26].[C:27]1([PH:33][C:34]2[CH:39]=[CH:38][CH:37]=[CH:36][CH:35]=2)[CH:32]=[CH:31][CH:30]=[CH:29][CH:28]=1. Product: [C:23]1([P:33]([C:27]2[CH:32]=[CH:31][CH:30]=[CH:29][CH:28]=2)[C:2]2[CH:7]=[CH:6][C:5]([C:8]3[CH:13]=[CH:12][C:11]([P:33]([C:27]4[CH:28]=[CH:29][CH:30]=[CH:31][CH:32]=4)[C:34]4[CH:35]=[CH:36][CH:37]=[CH:38][CH:39]=4)=[CH:10][CH:9]=3)=[CH:4][CH:3]=2)[CH:22]=[CH:21][CH:26]=[CH:25][CH:24]=1. The catalyst class is: 509.